This data is from Antibody paratope prediction from SAbDab with 1,023 antibody chains. The task is: Token-level Classification. Given an antibody amino acid sequence, predict which amino acid positions are active in antigen binding. Output is a list of indices for active paratope positions. Given the antibody sequence: QVQLVQSGAEMKKPGASVKVSCKTSGYTFTNYKINWVRQAPGQGLEWMGWMNPDTDSTGYPQKFQGRVTMTRNTSISTAYMELSSLRSEDTAVYYCARSYGSGSYYRDYYYGMDVWGQGTTVTVSS, which amino acid positions are active in antigen binding (paratope)? The paratope positions are: [52, 83, 84, 85, 104, 105, 106, 107, 108, 109, 110, 111, 112].